Dataset: Peptide-MHC class II binding affinity with 134,281 pairs from IEDB. Task: Regression. Given a peptide amino acid sequence and an MHC pseudo amino acid sequence, predict their binding affinity value. This is MHC class II binding data. (1) The peptide sequence is EKKYFAATCFEPLAA. The MHC is HLA-DPA10301-DPB10402 with pseudo-sequence HLA-DPA10301-DPB10402. The binding affinity (normalized) is 0.977. (2) The peptide sequence is FGINSFFGRFRRDLD. The MHC is DRB1_0101 with pseudo-sequence DRB1_0101. The binding affinity (normalized) is 0.225. (3) The peptide sequence is AELMILIATNLLGQN. The MHC is HLA-DQA10301-DQB10302 with pseudo-sequence HLA-DQA10301-DQB10302. The binding affinity (normalized) is 0.233. (4) The peptide sequence is NMEVRGGMVAPLYGV. The MHC is DRB4_0103 with pseudo-sequence DRB4_0103. The binding affinity (normalized) is 0.666. (5) The peptide sequence is AAAQASAAAAAYEAA. The MHC is DRB1_1302 with pseudo-sequence DRB1_1302. The binding affinity (normalized) is 0.122. (6) The peptide sequence is MASHIHLVIHRIRTL. The MHC is HLA-DQA10303-DQB10402 with pseudo-sequence HLA-DQA10303-DQB10402. The binding affinity (normalized) is 0.539. (7) The peptide sequence is VVPDGYKLTGNVLIL. The MHC is DRB1_1101 with pseudo-sequence DRB1_1101. The binding affinity (normalized) is 0.398.